From a dataset of Catalyst prediction with 721,799 reactions and 888 catalyst types from USPTO. Predict which catalyst facilitates the given reaction. Product: [Cl:1][C:2]1[CH:3]=[C:4]([C:14]([CH:16]2[CH:18]([CH3:19])[CH:17]2[C:20]([O:22][CH3:23])=[O:21])=[O:15])[CH:5]=[CH:6][C:7]=1[Cl:8]. Reactant: [Cl:1][C:2]1[CH:3]=[C:4]([Mg]Br)[CH:5]=[CH:6][C:7]=1[Cl:8].CON(C)[C:14]([CH:16]1[CH:18]([CH3:19])[CH:17]1[C:20]([O:22][CH3:23])=[O:21])=[O:15]. The catalyst class is: 1.